Dataset: Forward reaction prediction with 1.9M reactions from USPTO patents (1976-2016). Task: Predict the product of the given reaction. The product is: [Cl:1][C:2]1[CH:7]=[C:6]([C:8]2[N:9]=[C:10]([N:21]3[CH2:26][CH2:25][C@@H:24]([OH:27])[C@H:23]([OH:28])[CH2:22]3)[C:11]3[C:17]([O:18][CH3:19])=[CH:16][N:15]=[CH:14][C:12]=3[N:13]=2)[CH:5]=[CH:4][N:3]=1. Given the reactants [Cl:1][C:2]1[CH:7]=[C:6]([C:8]2[N:9]=[C:10](O)[C:11]3[C:17]([O:18][CH3:19])=[CH:16][N:15]=[CH:14][C:12]=3[N:13]=2)[CH:5]=[CH:4][N:3]=1.[NH:21]1[CH2:26][CH2:25][C@@H:24]([OH:27])[C@H:23]([OH:28])[CH2:22]1.C(OC(N1CCN(C2C3C(C4CC4)=CN=CC=3N=C(C3C=CN=C(Cl)C=3)N=2)CC1)=O)(C)(C)C, predict the reaction product.